This data is from Reaction yield outcomes from USPTO patents with 853,638 reactions. The task is: Predict the reaction yield, written as a fraction of the theoretical maximum amount of product (1.0 means a 100% yield; for example, 0.34 means a 34% yield). (1) The yield is 0.820. The reactants are [C:1]([O:5][C:6]([NH:8][C@@H:9]([CH2:13][C:14]1[CH:19]=[CH:18][C:17]([N+:20]([O-:22])=[O:21])=[CH:16][CH:15]=1)[C:10]([OH:12])=O)=[O:7])([CH3:4])([CH3:3])[CH3:2].C(N(CC)CC)C.ClC(OCC(C)C)=O.[N+:38](=[CH2:40])=[N-:39]. The product is [C:1]([O:5][C:6](=[O:7])[NH:8][C@@H:9]([CH2:13][C:14]1[CH:19]=[CH:18][C:17]([N+:20]([O-:22])=[O:21])=[CH:16][CH:15]=1)[C:10](=[O:12])[CH:40]=[N+:38]=[N-:39])([CH3:2])([CH3:3])[CH3:4]. The catalyst is C1COCC1.CCOCC. (2) The reactants are [F:1][C:2]([F:20])([C:6]1[CH:11]=[CH:10][C:9]([O:12][CH:13]([CH3:15])[CH3:14])=[CH:8][C:7]=1[C:16]([F:19])([F:18])[F:17])[C:3]([OH:5])=O.O=P(Cl)(Cl)Cl.Cl.[NH2:27][CH2:28][C:29]1[CH:30]=[C:31]2[C:35](=[CH:36][CH:37]=1)[C:34](=[O:38])[N:33]([CH:39]1[CH2:44][CH2:43][C:42](=[O:45])[NH:41][C:40]1=[O:46])[CH2:32]2.C(=O)(O)[O-].[Na+]. The catalyst is N1C=CC=CC=1. The product is [O:46]=[C:40]1[CH:39]([N:33]2[CH2:32][C:31]3[C:35](=[CH:36][CH:37]=[C:29]([CH2:28][NH:27][C:3](=[O:5])[C:2]([F:1])([F:20])[C:6]4[CH:11]=[CH:10][C:9]([O:12][CH:13]([CH3:15])[CH3:14])=[CH:8][C:7]=4[C:16]([F:19])([F:18])[F:17])[CH:30]=3)[C:34]2=[O:38])[CH2:44][CH2:43][C:42](=[O:45])[NH:41]1. The yield is 0.100. (3) The reactants are [C:1]([O:5][C:6](=[O:25])[CH:7]([NH:17][C:18](N1C=CN=C1)=[O:19])[CH2:8][CH2:9][C:10]([O:12][C:13]([CH3:16])([CH3:15])[CH3:14])=[O:11])([CH3:4])([CH3:3])[CH3:2].[CH3:26][O:27][C:28](=[O:39])[CH2:29][CH:30]([NH2:38])[C:31]1[CH:36]=[CH:35][CH:34]=[C:33]([I:37])[CH:32]=1. The catalyst is ClCCCl.C(Cl)Cl. The product is [C:1]([O:5][C:6](=[O:25])[C@@H:7]([NH:17][C:18]([NH:38][C@H:30]([C:31]1[CH:36]=[CH:35][CH:34]=[C:33]([I:37])[CH:32]=1)[CH2:29][C:28]([O:27][CH3:26])=[O:39])=[O:19])[CH2:8][CH2:9][C:10]([O:12][C:13]([CH3:15])([CH3:14])[CH3:16])=[O:11])([CH3:2])([CH3:3])[CH3:4]. The yield is 0.490. (4) The reactants are [F:1][C:2]1[CH:7]=[CH:6][CH:5]=[CH:4][CH:3]=1.[Cl-].[Cl-].[Cl-].[Al+3].[C:12]1(=[O:18])[O:17][C:15](=[O:16])[CH2:14][CH2:13]1. The catalyst is C(Cl)Cl. The product is [F:1][C:2]1[CH:7]=[CH:6][C:5]([C:12](=[O:18])[CH2:13][CH2:14][C:15]([OH:17])=[O:16])=[CH:4][CH:3]=1. The yield is 0.596. (5) The reactants are [CH3:1][C:2]1[CH:9]=[C:8]([OH:10])[CH:7]=[C:6]([CH3:11])[C:3]=1[CH:4]=O.[NH:12]1[CH2:16][CH2:15][CH2:14][CH2:13]1. The catalyst is C(Cl)Cl. The product is [CH3:1][C:2]1[CH:9]=[C:8]([OH:10])[CH:7]=[C:6]([CH3:11])[C:3]=1[CH2:4][N:12]1[CH2:16][CH2:15][CH2:14][CH2:13]1. The yield is 0.330. (6) The reactants are [CH3:1][C:2]1[CH:7]=[C:6]([CH3:8])[NH:5][C:4](=[O:9])[C:3]=1[CH2:10][NH:11][C:12]([C:14]1[C:15]2[CH:32]=[N:31][N:30]([CH:33]([CH3:35])[CH3:34])[C:16]=2[N:17]=[C:18]([C:20]2[CH2:21][C:22]([CH3:29])([CH3:28])[NH:23][C:24]([CH3:27])([CH3:26])[CH:25]=2)[CH:19]=1)=[O:13]. The catalyst is CO.[Pd]. The product is [CH3:1][C:2]1[CH:7]=[C:6]([CH3:8])[NH:5][C:4](=[O:9])[C:3]=1[CH2:10][NH:11][C:12]([C:14]1[C:15]2[CH:32]=[N:31][N:30]([CH:33]([CH3:35])[CH3:34])[C:16]=2[N:17]=[C:18]([CH:20]2[CH2:25][C:24]([CH3:26])([CH3:27])[NH:23][C:22]([CH3:29])([CH3:28])[CH2:21]2)[CH:19]=1)=[O:13]. The yield is 0.710.